From a dataset of Full USPTO retrosynthesis dataset with 1.9M reactions from patents (1976-2016). Predict the reactants needed to synthesize the given product. (1) Given the product [Br:1][C:2]1[CH:3]=[C:4]2[C:8](=[CH:9][CH:10]=1)[NH:7][C:6](=[O:11])/[C:5]/2=[CH:28]\[C:24]1[NH:25][C:26]([CH3:27])=[C:22]([S:19]([C:16]2[CH:15]=[CH:14][C:13]([Cl:12])=[CH:18][CH:17]=2)(=[O:20])=[O:21])[C:23]=1[CH2:30][CH2:31][C:32]([OH:34])=[O:33], predict the reactants needed to synthesize it. The reactants are: [Br:1][C:2]1[CH:3]=[C:4]2[C:8](=[CH:9][CH:10]=1)[NH:7][C:6](=[O:11])[CH2:5]2.[Cl:12][C:13]1[CH:18]=[CH:17][C:16]([S:19]([C:22]2[C:23]([CH2:30][CH2:31][C:32]([OH:34])=[O:33])=[C:24]([CH:28]=O)[NH:25][C:26]=2[CH3:27])(=[O:21])=[O:20])=[CH:15][CH:14]=1.N1CCCCC1. (2) The reactants are: [C:1]([C:5]1[NH:10][C:9]2[N:11]([CH2:14][C:15]3[CH:20]=[CH:19][CH:18]=[CH:17][C:16]=3[Cl:21])[N:12]=[N:13][C:8]=2[C:7](=O)[N:6]=1)([CH3:4])([CH3:3])[CH3:2].C(N(CC)C1C=CC=CC=1)C.O=P(Cl)(Cl)[Cl:36]. Given the product [C:1]([C:5]1[N:6]=[C:7]([Cl:36])[C:8]2[N:13]=[N:12][N:11]([CH2:14][C:15]3[CH:20]=[CH:19][CH:18]=[CH:17][C:16]=3[Cl:21])[C:9]=2[N:10]=1)([CH3:4])([CH3:3])[CH3:2], predict the reactants needed to synthesize it. (3) The reactants are: [F:1][C:2]1[N:9]=[C:8](F)[C:7]([F:11])=[CH:6][C:3]=1[C:4]#[N:5].[NH:12]1[CH2:16][CH2:15][CH2:14][CH2:13]1. Given the product [F:1][C:2]1[N:9]=[C:8]([N:12]2[CH2:16][CH2:15][CH2:14][CH2:13]2)[C:7]([F:11])=[CH:6][C:3]=1[C:4]#[N:5], predict the reactants needed to synthesize it.